From a dataset of Catalyst prediction with 721,799 reactions and 888 catalyst types from USPTO. Predict which catalyst facilitates the given reaction. (1) Reactant: [NH2:1][C:2]([CH2:7][O:8][CH2:9][CH2:10][CH2:11][CH2:12][CH2:13][CH2:14][CH2:15][CH2:16]/[CH:17]=[CH:18]\[CH2:19]/[CH:20]=[CH:21]\[CH2:22][CH2:23][CH2:24][CH2:25][CH3:26])([CH2:5][OH:6])[CH2:3][OH:4].[H-].[Na+].CS(O[CH2:34][CH2:35][CH2:36][CH2:37][CH2:38][CH2:39][CH2:40][CH2:41][CH2:42][O:43][C@H:44]1[CH2:68][CH2:67][C@@:66]2([CH3:69])[C:46](=[CH:47][CH2:48][CH:49]3[C@@H:65]2[CH2:64][CH2:63][C@@:62]2([CH3:70])[CH:50]3[CH2:51][CH2:52][CH:53]2[CH:54]([CH3:61])[CH2:55][CH2:56][CH2:57][CH:58]([CH3:60])[CH3:59])[CH2:45]1)(=O)=O. Product: [NH2:1][C:2]([CH2:7][O:8][CH2:9][CH2:10][CH2:11][CH2:12][CH2:13][CH2:14][CH2:15][CH2:16]/[CH:17]=[CH:18]\[CH2:19]/[CH:20]=[CH:21]\[CH2:22][CH2:23][CH2:24][CH2:25][CH3:26])([CH2:5][O:6][CH2:34][CH2:35][CH2:36][CH2:37][CH2:38][CH2:39][CH2:40][CH2:41][CH2:42][O:43][C@H:44]1[CH2:68][CH2:67][C@@:66]2([CH3:69])[C:46](=[CH:47][CH2:48][CH:49]3[CH:65]2[CH2:64][CH2:63][C@@:62]2([CH3:70])[CH:50]3[CH2:51][CH2:52][CH:53]2[CH:54]([CH3:61])[CH2:55][CH2:56][CH2:57][CH:58]([CH3:60])[CH3:59])[CH2:45]1)[CH2:3][OH:4]. The catalyst class is: 11. (2) Reactant: Cl.[CH3:2][O:3][C:4](=[O:14])[C@H:5]([CH2:7][C:8]1[CH:13]=[CH:12][CH:11]=[CH:10][CH:9]=1)[NH2:6].CN1CCOCC1.[C:22]([N:30]1[C@@H:34]([CH3:35])[C:33](=O)[O:32]C1=O)(=[O:29])[C:23]1[CH:28]=[CH:27][CH:26]=[CH:25][CH:24]=1.C(N[C@H](C(O)=O)C)(=O)C1C=CC=CC=1.Cl. Product: [CH3:2][O:3][C:4](=[O:14])[C@H:5]([CH2:7][C:8]1[CH:13]=[CH:12][CH:11]=[CH:10][CH:9]=1)[NH:6][C:33](=[O:32])[C@H:34]([CH3:35])[NH:30][C:22](=[O:29])[C:23]1[CH:24]=[CH:25][CH:26]=[CH:27][CH:28]=1. The catalyst class is: 7. (3) Reactant: [C:1](P(=O)(OCC)OCC)#[N:2].[CH3:11][S:12][C:13]1[CH:14]=[C:15]([C:20]2[CH:25]=[CH:24][CH:23]=[CH:22][N:21]=2)[N+:16]([O-])=[CH:17][CH:18]=1.C(N(CC)CC)C. Product: [CH3:11][S:12][C:13]1[CH:18]=[C:17]([C:1]#[N:2])[N:16]=[C:15]([C:20]2[CH:25]=[CH:24][CH:23]=[CH:22][N:21]=2)[CH:14]=1. The catalyst class is: 10. (4) Reactant: [CH2:1]([C:3]1[N:8]=[C:7]([C:9]2[N:10]([C:15]3[CH:16]=[C:17]4[C:21](=[CH:22][CH:23]=3)[N:20]([CH3:24])[CH:19]=[CH:18]4)[C:11]([SH:14])=[N:12][N:13]=2)[C:6]([O:25]C)=[CH:5][C:4]=1[O:27]C)[CH3:2].Cl.N1C=CC=CC=1.O. Product: [CH2:1]([C:3]1[C:4]([OH:27])=[CH:5][C:6]([OH:25])=[C:7]([C:9]2[N:10]([C:15]3[CH:16]=[C:17]4[C:21](=[CH:22][CH:23]=3)[N:20]([CH3:24])[CH:19]=[CH:18]4)[C:11]([SH:14])=[N:12][N:13]=2)[N:8]=1)[CH3:2]. The catalyst class is: 13. (5) Reactant: [CH3:1][C:2]1[C:11]([NH:12][C@@H:13]2[CH2:18][CH2:17][CH2:16][NH:15][CH2:14]2)=[N:10][C:9]2[C:4](=[CH:5][CH:6]=[CH:7][C:8]=2[C:19]2[NH:27][C:26]3[CH2:25][CH2:24][NH:23][C:22](=[O:28])[C:21]=3[CH:20]=2)[N:3]=1.[CH3:29][C:30](OC(C)=O)=[O:31].C(Cl)Cl.C([O-])(O)=O.[Na+]. Product: [C:30]([N:15]1[CH2:16][CH2:17][CH2:18][C@@H:13]([NH:12][C:11]2[C:2]([CH3:1])=[N:3][C:4]3[C:9]([N:10]=2)=[C:8]([C:19]2[NH:27][C:26]4[CH2:25][CH2:24][NH:23][C:22](=[O:28])[C:21]=4[CH:20]=2)[CH:7]=[CH:6][CH:5]=3)[CH2:14]1)(=[O:31])[CH3:29]. The catalyst class is: 100. (6) Reactant: [C:1]1([CH3:11])[CH:6]=[CH:5][C:4]([S:7](Cl)(=[O:9])=[O:8])=[CH:3][CH:2]=1.[C:12]([O:16][C:17]([N:19]1[CH2:23][CH2:22][CH2:21][C@H:20]1[CH2:24][OH:25])=[O:18])([CH3:15])([CH3:14])[CH3:13].N1C=CC=CC=1. Product: [C:12]([O:16][C:17]([N:19]1[CH2:23][CH2:22][CH2:21][C@H:20]1[CH2:24][O:25][S:7]([C:4]1[CH:5]=[CH:6][C:1]([CH3:11])=[CH:2][CH:3]=1)(=[O:9])=[O:8])=[O:18])([CH3:15])([CH3:14])[CH3:13]. The catalyst class is: 4.